From a dataset of Peptide-MHC class II binding affinity with 134,281 pairs from IEDB. Regression. Given a peptide amino acid sequence and an MHC pseudo amino acid sequence, predict their binding affinity value. This is MHC class II binding data. (1) The peptide sequence is DSYKFIPTLVAAVKQ. The MHC is HLA-DPA10103-DPB10301 with pseudo-sequence HLA-DPA10103-DPB10301. The binding affinity (normalized) is 0.916. (2) The peptide sequence is QEVFKAIQSLKTTEV. The MHC is DRB1_1501 with pseudo-sequence DRB1_1501. The binding affinity (normalized) is 1.00. (3) The peptide sequence is GGTWVSATLEQDKCV. The MHC is DRB1_0901 with pseudo-sequence DRB1_0901. The binding affinity (normalized) is 0.227. (4) The peptide sequence is EKKYFAATQYEPLAA. The MHC is HLA-DQA10501-DQB10201 with pseudo-sequence HLA-DQA10501-DQB10201. The binding affinity (normalized) is 0.486. (5) The peptide sequence is CGMFTNRSGSQQW. The MHC is HLA-DPA10201-DPB10501 with pseudo-sequence HLA-DPA10201-DPB10501. The binding affinity (normalized) is 0. (6) The peptide sequence is KYMVIQGEPGRVIRG. The MHC is DRB1_1001 with pseudo-sequence DRB1_1001. The binding affinity (normalized) is 0.777. (7) The peptide sequence is TVDSIGMLPRFT. The MHC is DRB1_1501 with pseudo-sequence DRB1_1501. The binding affinity (normalized) is 0.108. (8) The peptide sequence is VWRIDTPDKLTGPFT. The MHC is HLA-DQA10301-DQB10302 with pseudo-sequence HLA-DQA10301-DQB10302. The binding affinity (normalized) is 0.139. (9) The peptide sequence is GVWTFDSEEPLQGPF. The MHC is DRB1_0101 with pseudo-sequence DRB1_0101. The binding affinity (normalized) is 0.331. (10) The peptide sequence is RSVQRNTVFKAGDLG. The MHC is H-2-IAb with pseudo-sequence H-2-IAb. The binding affinity (normalized) is 0.0895.